This data is from Full USPTO retrosynthesis dataset with 1.9M reactions from patents (1976-2016). The task is: Predict the reactants needed to synthesize the given product. (1) Given the product [CH3:20][CH:19]([CH3:21])[CH2:18][C:17]([NH:16][C:15]1[CH:14]=[C:13]2[C:9]([CH:10]=[CH:11][NH:12]2)=[CH:8][C:7]=1[C:5]([OH:6])=[O:4])=[O:22], predict the reactants needed to synthesize it. The reactants are: [Li+].[OH-].C[O:4][C:5]([C:7]1[CH:8]=[C:9]2[C:13](=[CH:14][C:15]=1[NH:16][C:17](=[O:22])[CH2:18][CH:19]([CH3:21])[CH3:20])[NH:12][CH:11]=[CH:10]2)=[O:6]. (2) Given the product [NH2:1][C:2]1[N:3]=[C:4]([NH:21][CH:22]2[CH2:27][CH2:26][N:25]([C:28](=[O:30])[CH3:29])[CH2:24][CH2:23]2)[CH:5]=[CH:6][C:7]=1[C:8](=[O:9])[C:10]1[CH:15]=[C:14]([F:16])[C:13]([CH3:17])=[CH:12][C:11]=1[O:18][CH3:19], predict the reactants needed to synthesize it. The reactants are: [NH2:1][C:2]1[C:7]([C:8]([C:10]2[CH:15]=[C:14]([F:16])[C:13]([CH3:17])=[CH:12][C:11]=2[O:18][CH3:19])=[O:9])=[CH:6][CH:5]=[C:4](Cl)[N:3]=1.[NH2:21][CH:22]1[CH2:27][CH2:26][N:25]([C:28](=[O:30])[CH3:29])[CH2:24][CH2:23]1. (3) Given the product [NH:19]1[CH:23]=[N:22][C:21]([CH2:1][C:13]2[CH:12]=[CH:11][CH:18]=[CH:17][C:14]=2[C:15]#[N:16])=[N:20]1, predict the reactants needed to synthesize it. The reactants are: [C:1](=O)([O-])[O-].[K+].[K+].[I-].[K+].BrC[C:11]1[CH:18]=[CH:17][C:14]([C:15]#[N:16])=[CH:13][CH:12]=1.[NH:19]1[CH:23]=[N:22][CH:21]=[N:20]1. (4) Given the product [C:39]([CH2:38][C@H:37]([OH:42])[CH2:36][C@H:35]([OH:43])[CH2:34][CH2:33][C:16]1[N:15]([CH:44]([CH3:45])[CH3:46])[C:14]([C:12]([NH:11][CH2:10][C:7]2[CH:8]=[CH:9][C:4]([C:3]([OH:47])=[O:2])=[CH:5][CH:6]=2)=[O:13])=[C:18]([C:19]2[CH:20]=[CH:21][C:22]([F:25])=[CH:23][CH:24]=2)[C:17]=1[C:26]1[CH:27]=[CH:28][C:29]([F:32])=[CH:30][CH:31]=1)([OH:41])=[O:40], predict the reactants needed to synthesize it. The reactants are: C[O:2][C:3](=[O:47])[C:4]1[CH:9]=[CH:8][C:7]([CH2:10][NH:11][C:12]([C:14]2[N:15]([CH:44]([CH3:46])[CH3:45])[C:16]([CH2:33][CH2:34][C@@H:35]([OH:43])[CH2:36][C@@H:37]([OH:42])[CH2:38][C:39]([OH:41])=[O:40])=[C:17]([C:26]3[CH:31]=[CH:30][C:29]([F:32])=[CH:28][CH:27]=3)[C:18]=2[C:19]2[CH:24]=[CH:23][C:22]([F:25])=[CH:21][CH:20]=2)=[O:13])=[CH:6][CH:5]=1.[OH-].[Na+].Cl. (5) Given the product [ClH:23].[NH:1]([C:2]1[CH:11]=[CH:10][C:5]([C:6]([O:8][CH3:9])=[O:7])=[CH:4][C:3]=1[C:12]([F:13])([F:14])[F:15])[NH2:16], predict the reactants needed to synthesize it. The reactants are: [NH2:1][C:2]1[CH:11]=[CH:10][C:5]([C:6]([O:8][CH3:9])=[O:7])=[CH:4][C:3]=1[C:12]([F:15])([F:14])[F:13].[N:16]([O-])=O.[Na+].O.O.[Sn](Cl)[Cl:23]. (6) Given the product [CH2:24]([O:23][C:21](=[O:22])[NH:11][CH2:10][CH2:9][CH2:8][C:7]1[N:3]([CH2:1][CH3:2])[N:4]=[C:5]([CH3:12])[CH:6]=1)[C:25]1[CH:30]=[CH:29][CH:28]=[CH:27][CH:26]=1, predict the reactants needed to synthesize it. The reactants are: [CH2:1]([N:3]1[C:7]([CH2:8][CH2:9][C:10]#[N:11])=[CH:6][C:5]([CH3:12])=[N:4]1)[CH3:2].Cl.C([O-])([O-])=O.[K+].[K+].Cl[C:21]([O:23][CH2:24][C:25]1[CH:30]=[CH:29][CH:28]=[CH:27][CH:26]=1)=[O:22]. (7) Given the product [CH2:1]([O:3][C:4]([C:6]1[S:10][C:9]([C:16]2[CH:21]=[CH:20][CH:19]=[CH:18][CH:17]=2)=[N:8][C:7]=1[C:12]([F:15])([F:14])[F:13])=[O:5])[CH3:2], predict the reactants needed to synthesize it. The reactants are: [CH2:1]([O:3][C:4]([C:6]1[S:10][C:9](Br)=[N:8][C:7]=1[C:12]([F:15])([F:14])[F:13])=[O:5])[CH3:2].[C:16]1(B(O)O)[CH:21]=[CH:20][CH:19]=[CH:18][CH:17]=1.[F-].[K+].C(P(C(C)(C)C)C1C=CC=CC=1C1C=CC=CC=1)(C)(C)C. (8) Given the product [C:32]([O:35][C:36]([NH:7][C@@H:8]([CH2:12][C:13]1[CH:14]=[C:15]([I:21])[C:16]([OH:20])=[C:17]([I:19])[CH:18]=1)[C:9]([O:11][CH3:22])=[O:10])=[O:37])([CH3:34])([CH3:33])[CH3:31], predict the reactants needed to synthesize it. The reactants are: O=S(Cl)Cl.O.O.[NH2:7][C@@H:8]([CH2:12][C:13]1[CH:18]=[C:17]([I:19])[C:16]([OH:20])=[C:15]([I:21])[CH:14]=1)[C:9]([OH:11])=[O:10].[CH3:22]CN(C(C)C)C(C)C.[CH3:31][C:32]([O:35][C:36](O[C:36]([O:35][C:32]([CH3:34])([CH3:33])[CH3:31])=[O:37])=[O:37])([CH3:34])[CH3:33]. (9) Given the product [CH2:16]([C:10]1[C:11](=[O:15])[NH:12][C:13]([CH3:14])=[C:8]([C:6]2[O:7][C:3]([CH2:2][NH:1][C:24](=[O:25])[C:23]3[CH:27]=[CH:28][C:20]([O:19][CH3:18])=[CH:21][CH:22]=3)=[CH:4][CH:5]=2)[CH:9]=1)[CH3:17], predict the reactants needed to synthesize it. The reactants are: [NH2:1][CH2:2][C:3]1[O:7][C:6]([C:8]2[CH:9]=[C:10]([CH2:16][CH3:17])[C:11](=[O:15])[NH:12][C:13]=2[CH3:14])=[CH:5][CH:4]=1.[CH3:18][O:19][C:20]1[CH:28]=[CH:27][C:23]([C:24](Cl)=[O:25])=[CH:22][CH:21]=1.